Dataset: Full USPTO retrosynthesis dataset with 1.9M reactions from patents (1976-2016). Task: Predict the reactants needed to synthesize the given product. Given the product [OH:8][C:9]1[C:24]([O:25][CH3:26])=[CH:23][C:12]2[C:13](=[O:22])[N:14]3[CH2:21][CH2:20][CH2:19][C@H:15]3[C:16](=[O:18])[NH:17][C:11]=2[CH:10]=1, predict the reactants needed to synthesize it. The reactants are: C([O:8][C:9]1[C:24]([O:25][CH3:26])=[CH:23][C:12]2[C:13](=[O:22])[N:14]3[CH2:21][CH2:20][CH2:19][C@H:15]3[C:16](=[O:18])[NH:17][C:11]=2[CH:10]=1)C1C=CC=CC=1.CN(C=O)C.C(OCC)C.